From a dataset of Forward reaction prediction with 1.9M reactions from USPTO patents (1976-2016). Predict the product of the given reaction. (1) Given the reactants [C:8]1([Se][C:8]2[CH:13]=[CH:12][CH:11]=[CH:10][CH:9]=2)[CH:13]=[CH:12][CH:11]=[CH:10][CH:9]=1.[C:14](=[O:17])(O)[O-:15].[Na+].O.OO.S([O-])([O-])(=O)=S.[Na+].[Na+].[CH2:29]1[CH2:33]OC[CH2:30]1, predict the reaction product. The product is: [CH2:10]([C@@H:11]1[O:15][C:14](=[O:17])[CH:8]=[CH:13][CH2:12]1)[CH2:9][CH2:30][CH2:29][CH3:33]. (2) Given the reactants [C:1]([C:3]1[CH:8]=[CH:7][C:6](B(O)O)=[CH:5][CH:4]=1)#[N:2].Br[C:13]1[CH:14]=[C:15]2[C:20](=[CH:21][CH:22]=1)[CH2:19][C:18](=[O:23])[CH2:17][CH2:16]2, predict the reaction product. The product is: [O:23]=[C:18]1[CH2:17][CH2:16][C:15]2[CH:14]=[C:13]([C:6]3[CH:7]=[CH:8][C:3]([C:1]#[N:2])=[CH:4][CH:5]=3)[CH:22]=[CH:21][C:20]=2[CH2:19]1. (3) The product is: [C:23]([N:26]1[CH2:31][CH2:30][N:29]([CH2:32][C:33]2[NH:6][C:5]([C:7]3[CH:8]=[C:9]4[C:13](=[CH:14][CH:15]=3)[NH:12][N:11]=[C:10]4[C:16]3[CH:21]=[CH:20][C:19]([F:22])=[CH:18][CH:17]=3)=[N:36][N:35]=2)[CH2:28][CH2:27]1)(=[O:25])[CH3:24]. Given the reactants Cl.C(O[CH:5]([C:7]1[CH:8]=[C:9]2[C:13](=[CH:14][CH:15]=1)[NH:12][N:11]=[C:10]2[C:16]1[CH:21]=[CH:20][C:19]([F:22])=[CH:18][CH:17]=1)[NH2:6])C.[C:23]([N:26]1[CH2:31][CH2:30][N:29]([CH2:32][C:33]([NH:35][NH2:36])=O)[CH2:28][CH2:27]1)(=[O:25])[CH3:24].C[O-].[Na+], predict the reaction product. (4) Given the reactants [O:1]=[C:2]1[C:15]2[CH:14]=[CH:13][C:12]([C:16]([OH:18])=O)=[CH:11][C:10]=2[NH:9][C:8]2[C:3]1=[CH:4][CH:5]=[CH:6][CH:7]=2.[CH3:19][O:20][C:21](=[O:26])[C:22]([NH2:25])([CH3:24])[CH3:23], predict the reaction product. The product is: [O:1]=[C:2]1[C:15]2[CH:14]=[CH:13][C:12]([C:16]([NH:25][C:22]([CH3:24])([C:21]([O:20][CH3:19])=[O:26])[CH3:23])=[O:18])=[CH:11][C:10]=2[NH:9][C:8]2[C:3]1=[CH:4][CH:5]=[CH:6][CH:7]=2. (5) Given the reactants N#N.[CH3:3][C:4]1([C:9]2[S:13][C:12]([CH2:14][N:15]3[N:19]=[C:18]([N+:20]([O-])=O)[CH:17]=[N:16]3)=[CH:11][CH:10]=2)[O:8][CH2:7][CH2:6][O:5]1.[NH4+].[Cl-], predict the reaction product. The product is: [CH3:3][C:4]1([C:9]2[S:13][C:12]([CH2:14][N:15]3[N:19]=[C:18]([NH2:20])[CH:17]=[N:16]3)=[CH:11][CH:10]=2)[O:8][CH2:7][CH2:6][O:5]1. (6) Given the reactants [F:1][C:2]([F:25])([F:24])[C:3]([F:23])([C:19]([F:22])([F:21])[F:20])[CH2:4][CH:5]([C:15]([F:18])([F:17])[F:16])[CH2:6][CH:7]([C:11]([F:14])([F:13])[F:12])[CH2:8]CI.C(O)C.N[C:30](N)=[S:31], predict the reaction product. The product is: [F:23][C:3]([C:2]([F:1])([F:24])[F:25])([C:19]([F:21])([F:22])[F:20])[CH2:4][CH:5]([C:15]([F:16])([F:17])[F:18])[CH2:6][CH:7]([C:11]([F:14])([F:13])[F:12])[CH2:8][CH2:30][SH:31]. (7) Given the reactants [C:1]([C:5]1[CH:10]=[CH:9][C:8]([N+:11]([O-:13])=[O:12])=[CH:7][C:6]=1[Br:14])([CH3:4])([CH3:3])[CH3:2].[CH3:15][N:16]1[CH2:21][CH2:20][NH:19][CH2:18][CH2:17]1, predict the reaction product. The product is: [Br:14][C:6]1[C:5]([C:1]([CH3:4])([CH3:2])[CH3:3])=[CH:10][C:9]([N:19]2[CH2:20][CH2:21][N:16]([CH3:15])[CH2:17][CH2:18]2)=[C:8]([N+:11]([O-:13])=[O:12])[CH:7]=1. (8) Given the reactants [CH:1]([C:3]1[CH:8]=[CH:7][C:6](B(O)O)=[CH:5][CH:4]=1)=[O:2].Br[C:13]1[CH:18]=[CH:17][C:16]([N+:19]([O-:21])=[O:20])=[CH:15][N:14]=1.C(C1C=C(B(O)O)C=CC=1)=O.BrC1C=CC=CN=1, predict the reaction product. The product is: [N+:19]([C:16]1[CH:17]=[CH:18][C:13]([C:6]2[CH:7]=[CH:8][C:3]([CH:1]=[O:2])=[CH:4][CH:5]=2)=[N:14][CH:15]=1)([O-:21])=[O:20]. (9) Given the reactants C(O)=O.[NH2:4][CH2:5][CH2:6][C:7]1[CH:48]=[CH:47][C:10]([NH:11][CH:12]2[CH2:17][CH2:16][N:15]([C:18]([NH:20][CH2:21][C:22]3[CH:27]=[CH:26][C:25]([O:28][Si](C(C)(C)C)(C4C=CC=CC=4)C4C=CC=CC=4)=[CH:24][C:23]=3[F:46])=[O:19])[CH2:14][CH2:13]2)=[CH:9][CH:8]=1.C([Si]([O:66][C:67]1[CH:72]=[CH:71][C:70]([O:73][CH2:74][CH:75]2[CH2:77][O:76]2)=[CH:69][CH:68]=1)(C1C=CC=CC=1)C1C=CC=CC=1)(C)(C)C, predict the reaction product. The product is: [F:46][C:23]1[CH:24]=[C:25]([OH:28])[CH:26]=[CH:27][C:22]=1[CH2:21][NH:20][C:18]([N:15]1[CH2:16][CH2:17][CH:12]([NH:11][C:10]2[CH:47]=[CH:48][C:7]([CH2:6][CH2:5][NH:4][CH2:77][CH:75]([OH:76])[CH2:74][O:73][C:70]3[CH:71]=[CH:72][C:67]([OH:66])=[CH:68][CH:69]=3)=[CH:8][CH:9]=2)[CH2:13][CH2:14]1)=[O:19]. (10) Given the reactants FC(F)(F)C(O)=O.[O:8]1[CH2:13][CH2:12][N:11]([C:14]2[CH:19]=[CH:18][C:17]([NH:20][C:21]3[N:26]=[C:25]4[N:27](C5CCCCO5)[N:28]=[CH:29][C:24]4=[C:23]([C:36]4[CH:37]=[C:38]([NH:42][C:43](=[O:46])[CH:44]=[CH2:45])[CH:39]=[CH:40][CH:41]=4)[N:22]=3)=[CH:16][CH:15]=2)[CH2:10][CH2:9]1, predict the reaction product. The product is: [O:8]1[CH2:9][CH2:10][N:11]([C:14]2[CH:15]=[CH:16][C:17]([NH:20][C:21]3[N:26]=[C:25]4[NH:27][N:28]=[CH:29][C:24]4=[C:23]([C:36]4[CH:37]=[C:38]([NH:42][C:43](=[O:46])[CH:44]=[CH2:45])[CH:39]=[CH:40][CH:41]=4)[N:22]=3)=[CH:18][CH:19]=2)[CH2:12][CH2:13]1.